Dataset: Acute oral toxicity (LD50) regression data from Zhu et al.. Task: Regression/Classification. Given a drug SMILES string, predict its toxicity properties. Task type varies by dataset: regression for continuous values (e.g., LD50, hERG inhibition percentage) or binary classification for toxic/non-toxic outcomes (e.g., AMES mutagenicity, cardiotoxicity, hepatotoxicity). Dataset: ld50_zhu. The molecule is Clc1ccc(C(c2ccc(Cl)cc2)C(Cl)(Cl)Cl)cc1. The rat oral LD50 is 3.61, given as -log10 of the dose in mol/kg body weight (higher means more acutely toxic).